From a dataset of Forward reaction prediction with 1.9M reactions from USPTO patents (1976-2016). Predict the product of the given reaction. (1) Given the reactants [CH3:1][C:2]1[CH:7]=[CH:6][C:5]([CH3:8])=[CH:4][C:3]=1[NH:9][C:10]1[N:15]2[N:16]=[CH:17][C:18]([C:19](O)=[O:20])=[C:14]2[N:13]=[CH:12][C:11]=1[C:22]([N:24]1[CH2:29][CH2:28][C:27]([F:37])([C:30]2[CH:35]=[CH:34][C:33]([F:36])=[CH:32][CH:31]=2)[CH2:26][CH2:25]1)=[O:23].[CH2:38]([S:40]([NH2:43])(=[O:42])=[O:41])[CH3:39], predict the reaction product. The product is: [CH3:1][C:2]1[CH:7]=[CH:6][C:5]([CH3:8])=[CH:4][C:3]=1[NH:9][C:10]1[N:15]2[N:16]=[CH:17][C:18]([C:19]([NH:43][S:40]([CH2:38][CH3:39])(=[O:42])=[O:41])=[O:20])=[C:14]2[N:13]=[CH:12][C:11]=1[C:22]([N:24]1[CH2:29][CH2:28][C:27]([F:37])([C:30]2[CH:31]=[CH:32][C:33]([F:36])=[CH:34][CH:35]=2)[CH2:26][CH2:25]1)=[O:23]. (2) Given the reactants [H-].[Na+].[Cl:3][C:4]1[CH:5]=[CH:6][C:7]([OH:27])=[C:8]([CH2:10][N:11]2[N:15]=[C:14]([C:16]([NH:18][C:19]3[C:24]([F:25])=[CH:23][CH:22]=[CH:21][C:20]=3[F:26])=[O:17])[CH:13]=[N:12]2)[CH:9]=1.Br[CH2:29][CH2:30][CH2:31][CH3:32].Cl, predict the reaction product. The product is: [CH2:29]([O:27][C:7]1[CH:6]=[CH:5][C:4]([Cl:3])=[CH:9][C:8]=1[CH2:10][N:11]1[N:15]=[C:14]([C:16]([NH:18][C:19]2[C:24]([F:25])=[CH:23][CH:22]=[CH:21][C:20]=2[F:26])=[O:17])[CH:13]=[N:12]1)[CH2:30][CH2:31][CH3:32]. (3) Given the reactants [NH2:1][C:2]1[C:11]2[N:10]=[CH:9][C:8]([CH2:12][CH2:13][C:14]3[CH:24]=[CH:23][C:17]([C:18](OCC)=[O:19])=[CH:16][C:15]=3[CH3:25])=[CH:7][C:6]=2[C:5]2[CH:26]=[CH:27][C:28]([CH3:30])=[CH:29][C:4]=2[N:3]=1.CC(C[AlH]CC(C)C)C.C1(C)C=CC=CC=1.[C@H](O)(C([O-])=O)[C@@H](O)C([O-])=O.[Na+].[K+], predict the reaction product. The product is: [NH2:1][C:2]1[C:11]2[N:10]=[CH:9][C:8]([CH2:12][CH2:13][C:14]3[CH:24]=[CH:23][C:17]([CH2:18][OH:19])=[CH:16][C:15]=3[CH3:25])=[CH:7][C:6]=2[C:5]2[CH:26]=[CH:27][C:28]([CH3:30])=[CH:29][C:4]=2[N:3]=1. (4) Given the reactants [Cl:1][C:2]1[CH:7]=[CH:6][C:5]([F:8])=[CH:4][C:3]=1[C@H:9]1[CH2:13][CH2:12][CH2:11][N:10]1[C:14]1[CH:19]=[CH:18][N:17]2[N:20]=[CH:21][C:22]([NH2:23])=[C:16]2[N:15]=1.C1N=CN([C:29](N2C=NC=C2)=[O:30])C=1.Cl.[CH3:37][C:38]1([OH:42])[CH2:41][NH:40][CH2:39]1.COC1CNC1.CCN(C(C)C)C(C)C, predict the reaction product. The product is: [Cl:1][C:2]1[CH:7]=[CH:6][C:5]([F:8])=[CH:4][C:3]=1[C@H:9]1[CH2:13][CH2:12][CH2:11][N:10]1[C:14]1[CH:19]=[CH:18][N:17]2[N:20]=[CH:21][C:22]([NH:23][C:29]([N:40]3[CH2:41][C:38]([OH:42])([CH3:37])[CH2:39]3)=[O:30])=[C:16]2[N:15]=1. (5) The product is: [CH3:30][O:29][C:27](=[O:28])[C:26]1[CH:31]=[CH:32][C:23]([CH2:22][N:11]([C@@H:12]2[CH2:17][CH2:16][CH2:15][CH2:14][C@@H:13]2[C:18](=[O:19])[NH2:20])[S:8]([C:5]2[CH:6]=[CH:7][C:2]([Cl:1])=[CH:3][CH:4]=2)(=[O:9])=[O:10])=[CH:24][CH:25]=1. Given the reactants [Cl:1][C:2]1[CH:7]=[CH:6][C:5]([S:8]([NH:11][C@H:12]2[CH2:17][CH2:16][CH2:15][CH2:14][C@H:13]2[C:18]([NH2:20])=[O:19])(=[O:10])=[O:9])=[CH:4][CH:3]=1.Br[CH2:22][C:23]1[CH:32]=[CH:31][C:26]([C:27]([O:29][CH3:30])=[O:28])=[CH:25][CH:24]=1, predict the reaction product.